From a dataset of Retrosynthesis with 50K atom-mapped reactions and 10 reaction types from USPTO. Predict the reactants needed to synthesize the given product. (1) The reactants are: COC(=O)c1ccc2ccn(CC=O)c(=O)c2c1.Nc1cccc(-n2cccn2)c1. Given the product COC(=O)c1ccc2ccn(CCNc3cccc(-n4cccn4)c3)c(=O)c2c1, predict the reactants needed to synthesize it. (2) Given the product COc1cccc2c1CC(CC(=O)O)C(=O)C2, predict the reactants needed to synthesize it. The reactants are: COc1cccc2c1CC(CC(=O)O)C1(C2)OCCO1. (3) Given the product CCOC(C#Cc1ccc2ncccc2c1)OCC, predict the reactants needed to synthesize it. The reactants are: Brc1ccc2ncccc2c1.C#CC(OCC)OCC. (4) Given the product CC(=O)OCC(=O)N[C@H]1C[C@@H](n2cnc3c(NCC(c4ccc(O)cc4)c4ccc(O)cc4)nc(Cl)nc32)[C@H](O)[C@@H]1O, predict the reactants needed to synthesize it. The reactants are: CC(=O)OCC(=O)N[C@H]1C[C@@H](n2cnc3c(Cl)nc(Cl)nc32)[C@H](O)[C@@H]1O.NCC(c1ccc(O)cc1)c1ccc(O)cc1. (5) Given the product COC(=O)c1ccc(NS(=O)(=O)c2ccc(F)c(Cl)c2)cc1O, predict the reactants needed to synthesize it. The reactants are: COC(=O)c1ccc(N)cc1O.O=S(=O)(Cl)c1ccc(F)c(Cl)c1.